Dataset: Reaction yield outcomes from USPTO patents with 853,638 reactions. Task: Predict the reaction yield, written as a fraction of the theoretical maximum amount of product (1.0 means a 100% yield; for example, 0.34 means a 34% yield). (1) The reactants are [CH2:1]([S:8][C:9]1[NH:10][C:11]([C@@H:14]([C:16]2[CH:21]=[CH:20][CH:19]=[CH:18][CH:17]=2)[OH:15])=[N:12][N:13]=1)[C:2]1[CH:7]=[CH:6][CH:5]=[CH:4][CH:3]=1. The catalyst is C(Cl)(Cl)Cl.O=[Mn]=O. The product is [CH2:1]([S:8][C:9]1[NH:10][C:11]([C:14]([C:16]2[CH:21]=[CH:20][CH:19]=[CH:18][CH:17]=2)=[O:15])=[N:12][N:13]=1)[C:2]1[CH:3]=[CH:4][CH:5]=[CH:6][CH:7]=1. The yield is 0.780. (2) The reactants are [NH2:1][C:2]1[N:7]=[CH:6][C:5]([N:8]2[CH2:13][CH2:12][N:11]([C:14]([O:16][C:17]([CH3:20])([CH3:19])[CH3:18])=[O:15])[CH2:10][C@H:9]2[CH3:21])=[CH:4][CH:3]=1.Br[C:23]1[C:24](=[O:31])[N:25]([CH3:30])[CH:26]=[C:27]([Br:29])[CH:28]=1.C(=O)([O-])[O-].[Cs+].[Cs+].CC1(C)C2C(=C(P(C3C=CC=CC=3)C3C=CC=CC=3)C=CC=2)OC2C(P(C3C=CC=CC=3)C3C=CC=CC=3)=CC=CC1=2. The catalyst is C1C=CC(/C=C/C(/C=C/C2C=CC=CC=2)=O)=CC=1.C1C=CC(/C=C/C(/C=C/C2C=CC=CC=2)=O)=CC=1.C1C=CC(/C=C/C(/C=C/C2C=CC=CC=2)=O)=CC=1.[Pd].[Pd].O1CCOCC1. The product is [C:17]([O:16][C:14]([N:11]1[CH2:12][CH2:13][N:8]([C:5]2[CH:6]=[N:7][C:2]([NH:1][C:23]3[C:24](=[O:31])[N:25]([CH3:30])[CH:26]=[C:27]([Br:29])[CH:28]=3)=[CH:3][CH:4]=2)[C@H:9]([CH3:21])[CH2:10]1)=[O:15])([CH3:20])([CH3:19])[CH3:18]. The yield is 0.630. (3) The reactants are [O-]P([O-])([O-])=O.[K+].[K+].[K+].[CH3:9][O:10][C:11]1[CH:12]=[C:13]([N:17]2[CH2:21][CH2:20][NH:19][C:18]2=[O:22])[CH:14]=[CH:15][CH:16]=1.[CH3:23][C:24]1[CH:25]=[C:26](I)[CH:27]=[C:28]([CH3:30])[CH:29]=1.CNCCNC. The catalyst is [Cu]I.CN(C=O)C. The product is [CH3:9][O:10][C:11]1[CH:12]=[C:13]([N:17]2[CH2:21][CH2:20][N:19]([C:26]3[CH:27]=[C:28]([CH3:30])[CH:29]=[C:24]([CH3:23])[CH:25]=3)[C:18]2=[O:22])[CH:14]=[CH:15][CH:16]=1. The yield is 0.910. (4) The reactants are [F:1][C:2]1[CH:3]=[C:4]([CH:8]([C:10]2[C:19]([N+:20]([O-:22])=[O:21])=[C:18]3[C:13]([CH:14]=[CH:15][CH:16]=[N:17]3)=[CH:12][CH:11]=2)[OH:9])[CH:5]=[CH:6][CH:7]=1. The catalyst is C(Cl)Cl.O=[Mn]=O. The product is [F:1][C:2]1[CH:3]=[C:4]([C:8]([C:10]2[C:19]([N+:20]([O-:22])=[O:21])=[C:18]3[C:13]([CH:14]=[CH:15][CH:16]=[N:17]3)=[CH:12][CH:11]=2)=[O:9])[CH:5]=[CH:6][CH:7]=1. The yield is 0.850. (5) The reactants are [F:1][C:2]([F:18])([F:17])[C:3]([NH:5][C@H:6]1[C:14]2[C:9](=[CH:10][CH:11]=[C:12]([CH3:15])[CH:13]=2)[C@@H:8]([OH:16])[CH2:7]1)=[O:4].[CH2:19](O[C@H]1C2C(=CC(OCCC)=CC=2)[C@@H](N)C1)C=C.CCC(C)[BH-](C(C)CC)C(C)CC.[Li+]. No catalyst specified. The product is [F:1][C:2]([F:17])([F:18])[C:3]([NH:5][C@H:6]1[C:14]2[C:9](=[C:10]([CH3:19])[CH:11]=[C:12]([CH3:15])[CH:13]=2)[C@H:8]([OH:16])[CH2:7]1)=[O:4]. The yield is 0.850. (6) The reactants are Cl[CH2:2][C:3]1[N:7]2[N:8]=[C:9]([NH:12][C:13]3[CH:18]=[CH:17][CH:16]=[C:15]([Cl:19])[CH:14]=3)[CH:10]=[CH:11][C:6]2=[N:5][N:4]=1.[CH3:20][NH2:21]. The catalyst is O. The product is [Cl:19][C:15]1[CH:14]=[C:13]([NH:12][C:9]2[CH:10]=[CH:11][C:6]3[N:7]([C:3]([CH2:2][NH:21][CH3:20])=[N:4][N:5]=3)[N:8]=2)[CH:18]=[CH:17][CH:16]=1. The yield is 0.610.